Dataset: Catalyst prediction with 721,799 reactions and 888 catalyst types from USPTO. Task: Predict which catalyst facilitates the given reaction. Reactant: [CH3:1][C:2]1[CH:7]=[C:6](O)[CH:5]=[C:4]([CH3:9])[N:3]=1.P(Br)(Br)([Br:12])=O.[OH-].[K+]. Product: [Br:12][C:6]1[CH:7]=[C:2]([CH3:1])[N:3]=[C:4]([CH3:9])[CH:5]=1. The catalyst class is: 22.